From a dataset of Full USPTO retrosynthesis dataset with 1.9M reactions from patents (1976-2016). Predict the reactants needed to synthesize the given product. (1) Given the product [CH3:19][S:16]([C:10]1[CH:11]=[N:12][C:13]2[C:8]([C:9]=1[C:20]1[CH:25]=[CH:24][CH:23]=[CH:22][CH:21]=1)=[CH:7][C:6]([CH2:4][OH:3])=[CH:15][CH:14]=2)(=[O:18])=[O:17], predict the reactants needed to synthesize it. The reactants are: C([O:3][C:4]([C:6]1[CH:7]=[C:8]2[C:13](=[CH:14][CH:15]=1)[N:12]=[CH:11][C:10]([S:16]([CH3:19])(=[O:18])=[O:17])=[C:9]2[C:20]1[CH:25]=[CH:24][CH:23]=[CH:22][CH:21]=1)=O)C.[H-].[H-].C([Al+]CC(C)C)C(C)C. (2) Given the product [OH:7][CH:8]([C:40]1[CH:41]=[CH:42][CH:43]=[CH:44][CH:45]=1)[CH2:9][O:10][C:11](=[O:39])[C:12]1[CH:13]=[CH:14][C:15]([O:18][C:19](=[O:38])[C:20]2[CH:25]=[CH:24][CH:23]=[CH:22][C:21]=2[O:26][CH2:27][CH2:28][CH2:29][CH2:30][CH2:31][CH2:32][O:33][C:34](=[O:37])[CH:35]=[CH2:36])=[CH:16][CH:17]=1, predict the reactants needed to synthesize it. The reactants are: O1CCCCC1[O:7][CH:8]([C:40]1[CH:45]=[CH:44][CH:43]=[CH:42][CH:41]=1)[CH2:9][O:10][C:11](=[O:39])[C:12]1[CH:17]=[CH:16][C:15]([O:18][C:19](=[O:38])[C:20]2[CH:25]=[CH:24][CH:23]=[CH:22][C:21]=2[O:26][CH2:27][CH2:28][CH2:29][CH2:30][CH2:31][CH2:32][O:33][C:34](=[O:37])[CH:35]=[CH2:36])=[CH:14][CH:13]=1.C1(C)C=CC(S([O-])(=O)=O)=CC=1.[NH+]1C=CC=CC=1.COC1C=CC(O)=CC=1. (3) Given the product [ClH:34].[N:3]1([CH2:9][CH2:10][CH2:11][O:12][C:13]2[CH:26]=[CH:25][C:16]([C:17]([N:19]3[CH2:24][CH2:23][N:22]([C:32]([N:27]4[CH2:31][CH2:30][CH2:29][CH2:28]4)=[O:33])[CH2:21][CH2:20]3)=[O:18])=[CH:15][CH:14]=2)[CH2:8][CH2:7][CH2:6][CH2:5][CH2:4]1, predict the reactants needed to synthesize it. The reactants are: Cl.Cl.[N:3]1([CH2:9][CH2:10][CH2:11][O:12][C:13]2[CH:26]=[CH:25][C:16]([C:17]([N:19]3[CH2:24][CH2:23][NH:22][CH2:21][CH2:20]3)=[O:18])=[CH:15][CH:14]=2)[CH2:8][CH2:7][CH2:6][CH2:5][CH2:4]1.[N:27]1([C:32]([Cl:34])=[O:33])[CH2:31][CH2:30][CH2:29][CH2:28]1. (4) Given the product [CH3:1][O:2][C:3]1[CH:4]=[C:5]([C@H:14]([CH2:13][CH3:12])[C@@H:15]([CH3:16])[CH:17]=[O:18])[CH:6]=[CH:7][CH:8]=1, predict the reactants needed to synthesize it. The reactants are: [CH3:1][O:2][C:3]1[CH:4]=[C:5](B(O)O)[CH:6]=[CH:7][CH:8]=1.[CH3:12][CH2:13]/[CH:14]=[C:15](/[CH:17]=[O:18])\[CH3:16].C1(C2[C@H]3CC[C@@H](C=2)C(C2C=CC=CC=2)=C3)C=CC=CC=1.C(N(CC)C(C)C)(C)C. (5) Given the product [C:4]([O:3][C:1]([NH:8][CH2:9][C:10]([O:12][N:14]1[C:18](=[O:19])[CH2:17][CH2:16][C:15]1=[O:20])=[O:11])=[O:2])([CH3:6])([CH3:7])[CH3:5], predict the reactants needed to synthesize it. The reactants are: [C:1]([NH:8][CH2:9][C:10]([OH:12])=[O:11])([O:3][C:4]([CH3:7])([CH3:6])[CH3:5])=[O:2].O[N:14]1[C:18](=[O:19])[CH2:17][CH2:16][C:15]1=[O:20].C1(N=C=NC2CCCCC2)CCCCC1. (6) Given the product [C:1]([C:4]1[NH:8][CH:7]=[C:6]([C:9]([OH:11])=[O:10])[C:5]=1[C:14]1[CH:15]=[CH:16][C:17]([N+:20]([O-:22])=[O:21])=[CH:18][CH:19]=1)(=[O:3])[NH2:2], predict the reactants needed to synthesize it. The reactants are: [C:1]([C:4]1[NH:8][CH:7]=[C:6]([C:9]([O:11]CC)=[O:10])[C:5]=1[C:14]1[CH:19]=[CH:18][C:17]([N+:20]([O-:22])=[O:21])=[CH:16][CH:15]=1)(=[O:3])[NH2:2].S(=O)(=O)(O)O.